This data is from Forward reaction prediction with 1.9M reactions from USPTO patents (1976-2016). The task is: Predict the product of the given reaction. (1) The product is: [OH:57][CH:2]([CH2:3][OH:48])[CH2:1][C:4]1[CH:9]=[C:8]([C:10]([F:11])([F:12])[F:13])[CH:7]=[CH:6][C:5]=1[C:14]1[C:23]2[C:18](=[CH:19][C:20]([S:24]([N:27]([CH2:33][C:34]3[CH:39]=[CH:38][C:37]([O:40][CH3:41])=[CH:36][C:35]=3[O:42][CH3:43])[C:28]3[S:29][CH:30]=[CH:31][N:32]=3)(=[O:25])=[O:26])=[CH:21][CH:22]=2)[CH:17]=[CH:16][N:15]=1. Given the reactants [CH2:1]([C:4]1[CH:9]=[C:8]([C:10]([F:13])([F:12])[F:11])[CH:7]=[CH:6][C:5]=1[C:14]1[C:23]2[C:18](=[CH:19][C:20]([S:24]([N:27]([CH2:33][C:34]3[CH:39]=[CH:38][C:37]([O:40][CH3:41])=[CH:36][C:35]=3[O:42][CH3:43])[C:28]3[S:29][CH:30]=[CH:31][N:32]=3)(=[O:26])=[O:25])=[CH:21][CH:22]=2)[CH:17]=[CH:16][N:15]=1)[CH:2]=[CH2:3].C[N+]1([O-])CC[O:48]CC1.CC(O)(C)C.[OH2:57], predict the reaction product. (2) Given the reactants Cl[CH2:2][C:3]#[N:4].BrCC1CCCCO1.[NH:13]1[C:21]2[C:16](=[CH:17][CH:18]=[CH:19][CH:20]=2)[C:15]2([C:25]3=[CH:26][C:27]4[O:31][CH2:30][O:29][C:28]=4[CH:32]=[C:24]3[O:23][CH2:22]2)[C:14]1=[O:33].N1C2C(=CC=CC=2)C2(COC3C=C4C(=CC2=3)CCO4)C1=O, predict the reaction product. The product is: [O:33]=[C:14]1[C:15]2([C:25]3=[CH:26][C:27]4[O:31][CH2:30][O:29][C:28]=4[CH:32]=[C:24]3[O:23][CH2:22]2)[C:16]2[C:21](=[CH:20][CH:19]=[CH:18][CH:17]=2)[N:13]1[CH2:2][C:3]#[N:4].